Task: Predict the product of the given reaction.. Dataset: Forward reaction prediction with 1.9M reactions from USPTO patents (1976-2016) (1) Given the reactants Cl.[Cl:2][C:3]1[CH:4]=[C:5]([C:9]2[N:10]=[C:11]([N:14]3[CH2:19][CH2:18][N:17](C(OC(C)(C)C)=O)[CH2:16][CH2:15]3)[S:12][CH:13]=2)[CH:6]=[CH:7][CH:8]=1, predict the reaction product. The product is: [Cl:2][C:3]1[CH:4]=[C:5]([C:9]2[N:10]=[C:11]([N:14]3[CH2:15][CH2:16][NH:17][CH2:18][CH2:19]3)[S:12][CH:13]=2)[CH:6]=[CH:7][CH:8]=1. (2) Given the reactants [CH2:1]([O:8][C:9]([N:11]1[CH2:14][CH:13]([N:15]([C:26]2[CH:31]=[CH:30][C:29]([N:32]3[CH2:36][C@H:35]([CH2:37][N:38]=[N+]=[N-])[O:34][C:33]3=[O:41])=[CH:28][C:27]=2[F:42])[C:16]([O:18][CH2:19][C:20]2[CH:25]=[CH:24][CH:23]=[CH:22][CH:21]=2)=[O:17])[CH2:12]1)=[O:10])[C:2]1[CH:7]=[CH:6][CH:5]=[CH:4][CH:3]=1.[OH2:43].C1(P([C:57]2[CH:62]=CC=CC=2)C2C=CC=CC=2)C=CC=CC=1, predict the reaction product. The product is: [CH2:1]([O:8][C:9]([N:11]1[CH2:14][CH:13]([N:15]([C:26]2[CH:31]=[CH:30][C:29]([N:32]3[CH2:36][C@H:35]([CH2:37][NH:38][C:62](=[O:43])[CH3:57])[O:34][C:33]3=[O:41])=[CH:28][C:27]=2[F:42])[C:16]([O:18][CH2:19][C:20]2[CH:25]=[CH:24][CH:23]=[CH:22][CH:21]=2)=[O:17])[CH2:12]1)=[O:10])[C:2]1[CH:7]=[CH:6][CH:5]=[CH:4][CH:3]=1. (3) Given the reactants Cl[C:2]1[CH:7]=[CH:6][N:5]2[C:8]([C:11]3[CH:31]=[CH:30][C:14]([CH2:15][NH:16][C:17](=[O:29])[CH2:18][C:19]4[CH:24]=[CH:23][CH:22]=[C:21]([C:25]([F:28])([F:27])[F:26])[CH:20]=4)=[CH:13][CH:12]=3)=[CH:9][N:10]=[C:4]2[CH:3]=1.[CH3:32][S:33]([C:36]1[CH:41]=[CH:40][C:39](B(O)O)=[CH:38][CH:37]=1)(=[O:35])=[O:34].C1(P(C2CCCCC2)C2C=CC=CC=2C2C(OC)=CC=CC=2OC)CCCCC1.CC(C1C=C(C(C)C)C(C2C=CC=CC=2P(C2CCCCC2)C2CCCCC2)=C(C(C)C)C=1)C.[O-]P([O-])([O-])=O.[K+].[K+].[K+], predict the reaction product. The product is: [CH3:32][S:33]([C:36]1[CH:41]=[CH:40][C:39]([C:2]2[CH:7]=[CH:6][N:5]3[C:8]([C:11]4[CH:12]=[CH:13][C:14]([CH2:15][NH:16][C:17](=[O:29])[CH2:18][C:19]5[CH:24]=[CH:23][CH:22]=[C:21]([C:25]([F:28])([F:26])[F:27])[CH:20]=5)=[CH:30][CH:31]=4)=[CH:9][N:10]=[C:4]3[CH:3]=2)=[CH:38][CH:37]=1)(=[O:35])=[O:34]. (4) Given the reactants [Cl:1][C:2]1[C:10]([I:11])=[CH:9][C:5]([C:6]([OH:8])=[O:7])=[C:4]([O:12][CH3:13])[CH:3]=1.[CH3:14]O, predict the reaction product. The product is: [Cl:1][C:2]1[C:10]([I:11])=[CH:9][C:5]([C:6]([O:8][CH3:14])=[O:7])=[C:4]([O:12][CH3:13])[CH:3]=1. (5) Given the reactants [CH3:1][C:2]1[CH:3]=[CH:4][C:5]2[N:6]([C:8]([C:19]3[CH:24]=[CH:23][CH:22]=[CH:21][CH:20]=3)=[C:9]([C:11]3[CH:18]=[CH:17][C:14]([CH:15]=O)=[CH:13][CH:12]=3)[N:10]=2)[N:7]=1.C(N(CC)CC)C.Cl.Cl.[NH:34]1[CH:38]=[CH:37][CH:36]=[C:35]1[C:39]1[NH:43][N:42]=[C:41]([CH:44]2[CH2:49][CH2:48][NH:47][CH2:46][CH2:45]2)[N:40]=1.C(O)(=O)C.[BH-](OC(C)=O)(OC(C)=O)OC(C)=O.[Na+], predict the reaction product. The product is: [CH3:1][C:2]1[CH:3]=[CH:4][C:5]2[N:6]([C:8]([C:19]3[CH:24]=[CH:23][CH:22]=[CH:21][CH:20]=3)=[C:9]([C:11]3[CH:18]=[CH:17][C:14]([CH2:15][N:47]4[CH2:48][CH2:49][CH:44]([C:41]5[NH:40][C:39]([C:35]6[NH:34][CH:38]=[CH:37][CH:36]=6)=[N:43][N:42]=5)[CH2:45][CH2:46]4)=[CH:13][CH:12]=3)[N:10]=2)[N:7]=1. (6) Given the reactants [Cl:1][C:2]1[CH:7]=[CH:6][C:5]([CH2:8][C:9]([OH:11])=O)=[CH:4][CH:3]=1.P(Cl)(Cl)Cl.[Br:16][C:17]1[CH:22]=[CH:21][CH:20]=[CH:19][CH:18]=1, predict the reaction product. The product is: [Br:16][C:17]1[CH:22]=[CH:21][C:20]([C:9]([CH2:8][C:5]2[CH:4]=[CH:3][C:2]([Cl:1])=[CH:7][CH:6]=2)=[O:11])=[CH:19][CH:18]=1.